This data is from Catalyst prediction with 721,799 reactions and 888 catalyst types from USPTO. The task is: Predict which catalyst facilitates the given reaction. (1) Reactant: Cl[C:2]1[CH:7]=[C:6]([O:8][CH3:9])[N:5]=[C:4]([S:10][CH2:11][C:12]2[CH:17]=[CH:16][CH:15]=[C:14]([F:18])[C:13]=2[F:19])[N:3]=1.[C:20]([Si:24]([C:40]1[CH:45]=[CH:44][CH:43]=[CH:42][CH:41]=1)([C:34]1[CH:39]=[CH:38][CH:37]=[CH:36][CH:35]=1)[O:25][CH:26]1[CH2:29][N:28]([S:30]([NH2:33])(=[O:32])=[O:31])[CH2:27]1)([CH3:23])([CH3:22])[CH3:21].C1(P(C2CCCCC2)C2C=CC=CC=2C2C(C(C)C)=CC(C(C)C)=CC=2C(C)C)CCCCC1.C(=O)([O-])[O-].[Cs+].[Cs+]. Product: [Si:24]([O:25][CH:26]1[CH2:29][N:28]([S:30]([NH:33][C:2]2[CH:7]=[C:6]([O:8][CH3:9])[N:5]=[C:4]([S:10][CH2:11][C:12]3[CH:17]=[CH:16][CH:15]=[C:14]([F:18])[C:13]=3[F:19])[N:3]=2)(=[O:32])=[O:31])[CH2:27]1)([C:20]([CH3:23])([CH3:21])[CH3:22])([C:34]1[CH:35]=[CH:36][CH:37]=[CH:38][CH:39]=1)[C:40]1[CH:45]=[CH:44][CH:43]=[CH:42][CH:41]=1. The catalyst class is: 102. (2) Reactant: [N+:1]([C:4]1[CH:13]=[CH:12][CH:11]=[C:10]2[C:5]=1[CH:6]=[CH:7][N:8]([C@H:15]([CH3:19])[C:16]([OH:18])=O)[C:9]2=[O:14])([O-:3])=[O:2].Cl.CN(C)[CH2:23][CH2:24][CH2:25][N:26]=C=NCC.C(N(CC)C(C)C)(C)C.C1(N)CC1. Product: [CH:25]1([NH:26][C:16](=[O:18])[C@H:15]([N:8]2[CH:7]=[CH:6][C:5]3[C:10](=[CH:11][CH:12]=[CH:13][C:4]=3[N+:1]([O-:3])=[O:2])[C:9]2=[O:14])[CH3:19])[CH2:23][CH2:24]1. The catalyst class is: 2. (3) Reactant: O=[C:2]1[C:10]2([CH2:15][CH2:14][O:13][CH2:12][CH2:11]2)[CH2:9][C:8]2[C:3]1=[CH:4][C:5]([C:16]1[CH:17]=[C:18]([CH:21]=[CH:22][CH:23]=1)[C:19]#[N:20])=[CH:6][CH:7]=2.C[Si]([N:28]=[C:29]=[N:30][Si](C)(C)C)(C)C. Product: [C:19]([C:18]1[CH:17]=[C:16]([C:5]2[CH:4]=[C:3]3[C:8](=[CH:7][CH:6]=2)[CH2:9][C:10]2([CH2:11][CH2:12][O:13][CH2:14][CH2:15]2)[C:2]3=[N:30][C:29]#[N:28])[CH:23]=[CH:22][CH:21]=1)#[N:20]. The catalyst class is: 388. (4) Reactant: [N+:1]([C:4]1[CH:12]=[C:8]([C:9]([OH:11])=[O:10])[C:7]([OH:13])=[CH:6][CH:5]=1)([O-:3])=[O:2].F[C:15](F)(F)[C:16](O)=O.F[C:22](F)(F)C(OC(=O)C(F)(F)F)=O. Product: [N+:1]([C:4]1[CH:5]=[CH:6][C:7]2[O:13][C:15]([CH3:16])([CH3:22])[O:10][C:9](=[O:11])[C:8]=2[CH:12]=1)([O-:3])=[O:2]. The catalyst class is: 21.